Dataset: Full USPTO retrosynthesis dataset with 1.9M reactions from patents (1976-2016). Task: Predict the reactants needed to synthesize the given product. (1) Given the product [CH3:10][O:9][C:7](=[O:8])[CH:6]([C:11]1[C:16]([CH3:17])=[CH:15][CH:14]=[C:13]([CH2:38][CH:37]=[CH2:36])[C:12]=1[C:26]1[CH:35]=[C:30]2[C:29](=[CH:28][CH:27]=1)[O:34][CH2:33][CH2:32][CH2:31]2)[O:5][C:1]([CH3:2])([CH3:3])[CH3:4], predict the reactants needed to synthesize it. The reactants are: [C:1]([O:5][CH:6]([C:11]1[C:16]([CH3:17])=[CH:15][CH:14]=[C:13](OS(C(F)(F)F)(=O)=O)[C:12]=1[C:26]1[CH:27]=[CH:28][C:29]2[O:34][CH2:33][CH2:32][CH2:31][C:30]=2[CH:35]=1)[C:7]([O:9][CH3:10])=[O:8])([CH3:4])([CH3:3])[CH3:2].[CH2:36]([Sn](CCCC)(CCCC)CCCC)[CH:37]=[CH2:38].[Cl-].[Li+].N. (2) Given the product [NH2:2]/[C:1](=[N:34]\[OH:35])/[C:3]1[CH:4]=[C:5]2[C:10](=[CH:11][CH:12]=1)[N:9]=[C:8]([CH2:13][CH:14]([CH3:15])[CH3:16])[C:7]([CH2:17][NH:18][C:19](=[O:25])[O:20][C:21]([CH3:24])([CH3:23])[CH3:22])=[C:6]2[C:26]1[CH:31]=[CH:30][C:29]([CH3:32])=[CH:28][CH:27]=1, predict the reactants needed to synthesize it. The reactants are: [C:1]([C:3]1[CH:4]=[C:5]2[C:10](=[CH:11][CH:12]=1)[N:9]=[C:8]([CH2:13][CH:14]([CH3:16])[CH3:15])[C:7]([CH2:17][NH:18][C:19](=[O:25])[O:20][C:21]([CH3:24])([CH3:23])[CH3:22])=[C:6]2[C:26]1[CH:31]=[CH:30][C:29]([CH3:32])=[CH:28][CH:27]=1)#[N:2].Cl.[NH2:34][OH:35].CC(C)([O-])C.[Na+].